Dataset: Forward reaction prediction with 1.9M reactions from USPTO patents (1976-2016). Task: Predict the product of the given reaction. Given the reactants [CH2:1]([O:3][C:4]1[CH:5]=[C:6]([CH:14]2[C:19]([C:20]3[CH:25]=[CH:24][CH:23]=[CH:22][CH:21]=3)=[C:18]([C:26]3[CH:31]=[CH:30][CH:29]=[CH:28][CH:27]=3)[NH:17][C:16](=S)[NH:15]2)[CH:7]=[C:8]([N+:11]([O-:13])=[O:12])[C:9]=1[OH:10])[CH3:2].C1C=C(Cl)C=C(C(OO)=O)C=1.[CH3:44][NH2:45].[O-]S([O-])=O.[Na+].[Na+].Cl, predict the reaction product. The product is: [CH2:1]([O:3][C:4]1[CH:5]=[C:6]([CH:14]2[C:19]([C:20]3[CH:25]=[CH:24][CH:23]=[CH:22][CH:21]=3)=[C:18]([C:26]3[CH:31]=[CH:30][CH:29]=[CH:28][CH:27]=3)[NH:17]/[C:16](=[N:45]\[CH3:44])/[NH:15]2)[CH:7]=[C:8]([N+:11]([O-:13])=[O:12])[C:9]=1[OH:10])[CH3:2].